The task is: Predict the product of the given reaction.. This data is from Forward reaction prediction with 1.9M reactions from USPTO patents (1976-2016). (1) Given the reactants [CH3:1][C:2]1([CH2:7][CH2:8][CH2:9][CH2:10][N:11]2[CH:15]=[C:14]([NH2:16])[CH:13]=[N:12]2)[O:6]CCO1.[CH3:17][C:18]1[S:19][C:20]([C:26]2[CH:31]=[CH:30][CH:29]=[CH:28][CH:27]=2)=[C:21]([C:23](O)=[O:24])[N:22]=1, predict the reaction product. The product is: [O:6]=[C:2]([CH3:1])[CH2:7][CH2:8][CH2:9][CH2:10][N:11]1[CH:15]=[C:14]([NH:16][C:23]([C:21]2[N:22]=[C:18]([CH3:17])[S:19][C:20]=2[C:26]2[CH:27]=[CH:28][CH:29]=[CH:30][CH:31]=2)=[O:24])[CH:13]=[N:12]1. (2) The product is: [CH:12]([C@@H:10]1[CH2:11][C@:9]1([NH:8][C:6](=[O:7])[O:5][C:1]([CH3:2])([CH3:3])[CH3:4])[C:14](=[O:16])[NH:36][S:33]([C:30]1([CH3:29])[CH2:32][CH2:31]1)(=[O:35])=[O:34])=[CH2:13]. Given the reactants [C:1]([O:5][C:6]([NH:8][C@:9]1([C:14]([OH:16])=O)[CH2:11][C@H:10]1[CH:12]=[CH2:13])=[O:7])([CH3:4])([CH3:3])[CH3:2].C(N1C=CN=C1)(N1C=CN=C1)=O.[CH3:29][C:30]1([S:33]([NH2:36])(=[O:35])=[O:34])[CH2:32][CH2:31]1.C1CCN2C(=NCCC2)CC1.Cl, predict the reaction product. (3) Given the reactants [Br:1][C:2]1[N:7]=[C:6]([C:8](=[O:11])[NH:9][CH3:10])[C:5]([NH:12][C:13]2[C:18]([C:19]([F:22])([F:21])[F:20])=[CH:17][N:16]=[C:15]([NH:23][C:24]3[CH:55]=[CH:54][C:27]([CH2:28][CH2:29][CH2:30][CH2:31][PH:32](=[O:53])[O:33][CH2:34][C:35]([CH3:52])([CH3:51])[CH2:36][N:37]4[CH:41]=[C:40]([B:42]5[O:46][C:45]([CH3:48])([CH3:47])[C:44]([CH3:50])([CH3:49])[O:43]5)[CH:39]=[N:38]4)=[CH:26][C:25]=3[O:56][CH3:57])[N:14]=2)=[CH:4][CH:3]=1.CC1(C)C(C)(C)OB(C2C=NN(CC3(CO)CC3)C=2)O1, predict the reaction product. The product is: [Br:1][C:2]1[N:7]=[C:6]([C:8](=[O:11])[NH:9][CH3:10])[C:5]([NH:12][C:13]2[C:18]([C:19]([F:22])([F:21])[F:20])=[CH:17][N:16]=[C:15]([NH:23][C:24]3[CH:55]=[CH:54][C:27]([CH2:28][CH2:29][CH2:30][CH2:31][PH:32](=[O:53])[O:33][CH2:34][C:35]4([CH2:36][N:37]5[CH:41]=[C:40]([B:42]6[O:46][C:45]([CH3:47])([CH3:48])[C:44]([CH3:49])([CH3:50])[O:43]6)[CH:39]=[N:38]5)[CH2:51][CH2:52]4)=[CH:26][C:25]=3[O:56][CH3:57])[N:14]=2)=[CH:4][CH:3]=1. (4) The product is: [C:1]([C:5]1[CH:6]=[C:7]([NH:11][C:12]([C:13]2[CH:14]=[CH:15][C:16]([CH:19]3[CH2:24][CH2:23][N:22]([C:27]4[CH:35]=[CH:34][C:30]([C:31]([OH:33])=[O:32])=[CH:29][C:28]=4[Cl:36])[CH2:21][CH2:20]3)=[CH:17][CH:18]=2)=[O:25])[CH:8]=[CH:9][CH:10]=1)([CH3:4])([CH3:2])[CH3:3]. Given the reactants [C:1]([C:5]1[CH:6]=[C:7]([NH:11][C:12](=[O:25])[C:13]2[CH:18]=[CH:17][C:16]([CH:19]3[CH2:24][CH2:23][NH:22][CH2:21][CH2:20]3)=[CH:15][CH:14]=2)[CH:8]=[CH:9][CH:10]=1)([CH3:4])([CH3:3])[CH3:2].Br[C:27]1[CH:35]=[CH:34][C:30]([C:31]([OH:33])=[O:32])=[CH:29][C:28]=1[Cl:36].C(C1C=C(NC(C2C=CC(N3CCN(C4C=CC(C(O)=O)=CC=4)CC3)=C(F)C=2)=O)C=CC=1)(C)(C)C, predict the reaction product. (5) Given the reactants [CH3:1][C:2]1[CH:11]=[CH:10][C:5]([C:6]([O:8]C)=[O:7])=[CH:4][C:3]=1[NH:12][C:13]1[CH:14]=[C:15]2[C:19](=[CH:20][CH:21]=1)[C:18](=[O:22])[N:17]([C:23]1[CH:28]=[CH:27][CH:26]=[CH:25][CH:24]=1)[CH2:16]2.[OH-].[K+], predict the reaction product. The product is: [CH3:1][C:2]1[CH:11]=[CH:10][C:5]([C:6]([OH:8])=[O:7])=[CH:4][C:3]=1[NH:12][C:13]1[CH:14]=[C:15]2[C:19](=[CH:20][CH:21]=1)[C:18](=[O:22])[N:17]([C:23]1[CH:28]=[CH:27][CH:26]=[CH:25][CH:24]=1)[CH2:16]2. (6) The product is: [NH:1]1[C:9]2[C:4](=[CH:5][CH:6]=[CH:7][CH:8]=2)[C:3]([C:10]([O:22][CH2:21][C:16]23[CH2:19][CH2:20][N:13]([CH2:18][CH2:17]2)[CH2:14][CH2:15]3)=[O:11])=[CH:2]1. Given the reactants [NH:1]1[C:9]2[C:4](=[CH:5][CH:6]=[CH:7][CH:8]=2)[C:3]([C:10](Cl)=[O:11])=[CH:2]1.[N:13]12[CH2:20][CH2:19][C:16]([CH2:21][OH:22])([CH2:17][CH2:18]1)[CH2:15][CH2:14]2, predict the reaction product. (7) Given the reactants [O:1]=[C:2]1[CH:7]([N:8]2[CH2:16][C:15]3[C:10](=[CH:11][CH:12]=[C:13]([CH2:17][NH:18][C:19](=[O:33])[C:20]([F:32])([F:31])[C:21]4[CH:26]=[CH:25][CH:24]=[C:23]([O:27]COC)[CH:22]=4)[CH:14]=3)[C:9]2=[O:34])[CH2:6][CH2:5][C:4](=[O:35])[NH:3]1.Cl.C(=O)(O)[O-].[Na+], predict the reaction product. The product is: [O:1]=[C:2]1[CH:7]([N:8]2[CH2:16][C:15]3[C:10](=[CH:11][CH:12]=[C:13]([CH2:17][NH:18][C:19](=[O:33])[C:20]([F:32])([F:31])[C:21]4[CH:26]=[CH:25][CH:24]=[C:23]([OH:27])[CH:22]=4)[CH:14]=3)[C:9]2=[O:34])[CH2:6][CH2:5][C:4](=[O:35])[NH:3]1. (8) Given the reactants [NH2:1][C:2]1[CH:19]=[C:18]([Cl:20])[C:17]([Cl:21])=[CH:16][C:3]=1[NH:4][C:5]1[CH:10]=[CH:9][C:8]([C:11]([CH3:15])([CH3:14])[C:12]#[N:13])=[CH:7][CH:6]=1.[C:22](Cl)(=O)[CH2:23][CH3:24], predict the reaction product. The product is: [Cl:20][C:18]1[C:17]([Cl:21])=[CH:16][C:3]2[N:4]([C:5]3[CH:10]=[CH:9][C:8]([C:11]([CH3:14])([CH3:15])[C:12]#[N:13])=[CH:7][CH:6]=3)[C:22]([CH2:23][CH3:24])=[N:1][C:2]=2[CH:19]=1. (9) Given the reactants Br[C:2]1[S:3][C:4]([C:7]2[CH:8]=[N:9][N:10]3[CH:15]=[CH:14][C:13]([N:16]4[CH2:20][CH2:19][CH2:18][C@@H:17]4[C:21]4[CH:26]=[C:25]([F:27])[CH:24]=[CH:23][C:22]=4[F:28])=[N:12][C:11]=23)=[N:5][N:6]=1.[NH:29]1[CH:33]=[CH:32][C:31](B(O)O)=[N:30]1.[O-]P([O-])([O-])=O.[K+].[K+].[K+], predict the reaction product. The product is: [F:28][C:22]1[CH:23]=[CH:24][C:25]([F:27])=[CH:26][C:21]=1[C@H:17]1[CH2:18][CH2:19][CH2:20][N:16]1[C:13]1[CH:14]=[CH:15][N:10]2[N:9]=[CH:8][C:7]([C:4]3[S:3][C:2]([C:33]4[CH:32]=[CH:31][NH:30][N:29]=4)=[N:6][N:5]=3)=[C:11]2[N:12]=1.